Dataset: Forward reaction prediction with 1.9M reactions from USPTO patents (1976-2016). Task: Predict the product of the given reaction. (1) The product is: [NH2:8][C:7]1[C:2]([C:12]#[C:11][C:13]2[CH:18]=[CH:17][N:16]=[C:15]([NH:19][C:20](=[O:22])[CH3:21])[CH:14]=2)=[N:3][CH:4]=[CH:5][C:6]=1[O:9][CH3:10]. Given the reactants Br[C:2]1[C:7]([NH2:8])=[C:6]([O:9][CH3:10])[CH:5]=[CH:4][N:3]=1.[C:11]([C:13]1[CH:18]=[CH:17][N:16]=[C:15]([NH:19][C:20](=[O:22])[CH3:21])[CH:14]=1)#[CH:12], predict the reaction product. (2) Given the reactants [CH2:1]([O:5][CH2:6][CH2:7][O:8][C:9]1[CH:14]=[CH:13][C:12]([C:15]2[CH:16]=[CH:17][C:18]3[N:24]([CH2:25][CH:26]([CH3:28])[CH3:27])[CH2:23][CH2:22][C:21]([C:29]([NH:31][C:32]4[CH:50]=[CH:49][C:35]5[N:36]=[C:37]([S:39][CH2:40][C:41]6[N:45]([CH2:46][CH2:47][CH3:48])[CH:44]=[N:43][CH:42]=6)[NH:38][C:34]=5[CH:33]=4)=[O:30])=[CH:20][C:19]=3[CH:51]=2)=[CH:11][CH:10]=1)[CH2:2][CH2:3][CH3:4].ClC1C=CC=C(C(OO)=[O:60])C=1.S([O-])([O-])(=O)=S.[Na+].[Na+], predict the reaction product. The product is: [CH2:1]([O:5][CH2:6][CH2:7][O:8][C:9]1[CH:14]=[CH:13][C:12]([C:15]2[CH:16]=[CH:17][C:18]3[N:24]([CH2:25][CH:26]([CH3:27])[CH3:28])[CH2:23][CH2:22][C:21]([C:29]([NH:31][C:32]4[CH:50]=[CH:49][C:35]5[N:36]=[C:37]([S:39]([CH2:40][C:41]6[N:45]([CH2:46][CH2:47][CH3:48])[CH:44]=[N:43][CH:42]=6)=[O:60])[NH:38][C:34]=5[CH:33]=4)=[O:30])=[CH:20][C:19]=3[CH:51]=2)=[CH:11][CH:10]=1)[CH2:2][CH2:3][CH3:4]. (3) Given the reactants CS([C:4]1[N:9]=[C:8]([C:10]2[C:18]3[C:13](=[N:14][C:15]([NH:19][CH2:20][CH2:21][OH:22])=[N:16][CH:17]=3)[NH:12][N:11]=2)[CH:7]=[CH:6][N:5]=1)=O.[Cl:23][C:24]1[CH:25]=[C:26]([CH:29]=[CH:30][CH:31]=1)[CH2:27][NH2:28], predict the reaction product. The product is: [Cl:23][C:24]1[CH:25]=[C:26]([CH:29]=[CH:30][CH:31]=1)[CH2:27][NH:28][C:4]1[N:9]=[C:8]([C:10]2[C:18]3[C:13](=[N:14][C:15]([NH:19][CH2:20][CH2:21][OH:22])=[N:16][CH:17]=3)[NH:12][N:11]=2)[CH:7]=[CH:6][N:5]=1. (4) The product is: [CH3:2][S:3]([C:6]1[CH:7]=[C:8]([NH:9][NH2:13])[CH:10]=[CH:11][CH:12]=1)(=[O:4])=[O:5]. Given the reactants Cl.[CH3:2][S:3]([C:6]1[CH:7]=[C:8]([CH:10]=[CH:11][CH:12]=1)[NH2:9])(=[O:5])=[O:4].[N:13]([O-])=O.[Na+].O.O.[Sn](Cl)Cl, predict the reaction product.